Dataset: Full USPTO retrosynthesis dataset with 1.9M reactions from patents (1976-2016). Task: Predict the reactants needed to synthesize the given product. (1) Given the product [Cl:19][C:20]1[CH:21]=[C:22](/[CH:23]=[CH:24]/[C:25]([N:14]2[CH2:15][CH2:16][C:17](=[O:18])[N:11]([C@H:5]([CH2:4][CH2:3][OH:2])[C:6]([N:8]([CH3:10])[CH3:9])=[O:7])[CH2:12][CH2:13]2)=[O:26])[CH:28]=[CH:29][CH:30]=1, predict the reactants needed to synthesize it. The reactants are: Cl.[OH:2][CH2:3][CH2:4][C@@H:5]([N:11]1[C:17](=[O:18])[CH2:16][CH2:15][NH:14][CH2:13][CH2:12]1)[C:6]([N:8]([CH3:10])[CH3:9])=[O:7].[Cl:19][C:20]1[CH:21]=[C:22]([CH:28]=[CH:29][CH:30]=1)/[CH:23]=[CH:24]/[C:25](O)=[O:26].C(N(CC)CC)C. (2) Given the product [C:41]([C:40]1[CH:39]=[C:38]([CH:46]=[CH:45][CH:44]=1)[CH2:36][N:18]1[CH2:17][CH2:16][S:15][C@H:14]1[C:12]([O:11][C@H:10]([C:19]1[CH:24]=[CH:23][C:22]([O:25][CH:26]([F:28])[F:27])=[C:21]([O:29][CH2:30][CH:31]2[CH2:33][CH2:32]2)[CH:20]=1)[CH2:9][C:8]1[C:7]([Cl:34])=[CH:6][N+:5]([O-:35])=[CH:4][C:3]=1[Cl:2])=[O:13])([OH:43])=[O:42], predict the reactants needed to synthesize it. The reactants are: Cl.[Cl:2][C:3]1[CH:4]=[N+:5]([O-:35])[CH:6]=[C:7]([Cl:34])[C:8]=1[CH2:9][C@@H:10]([C:19]1[CH:24]=[CH:23][C:22]([O:25][CH:26]([F:28])[F:27])=[C:21]([O:29][CH2:30][CH:31]2[CH2:33][CH2:32]2)[CH:20]=1)[O:11][C:12]([C@H:14]1[NH:18][CH2:17][CH2:16][S:15]1)=[O:13].[CH:36]([C:38]1[CH:39]=[C:40]([CH:44]=[CH:45][CH:46]=1)[C:41]([OH:43])=[O:42])=O.CC(O)=O.C(O[BH-](OC(=O)C)OC(=O)C)(=O)C.[Na+].Cl. (3) Given the product [NH2:8][C@H:16]1[C@@H:20]2[O:21][C:22]([CH3:24])([CH3:25])[O:23][C@@H:19]2[C@@H:18]([O:26][CH2:27][CH2:28][OH:29])[CH2:17]1, predict the reactants needed to synthesize it. The reactants are: C([N:8]([C@H:16]1[C@@H:20]2[O:21][C:22]([CH3:25])([CH3:24])[O:23][C@@H:19]2[C@@H:18]([O:26][CH2:27][CH2:28][OH:29])[CH2:17]1)CC1C=CC=CC=1)C1C=CC=CC=1. (4) Given the product [Cl:1][C:2]1[CH:7]=[CH:6][C:5]([C:8]2[O:9][C:10]3[C:11](=[C:13]([C:17]([NH2:26])=[O:19])[CH:14]=[CH:15][CH:16]=3)[N:12]=2)=[CH:4][CH:3]=1, predict the reactants needed to synthesize it. The reactants are: [Cl:1][C:2]1[CH:7]=[CH:6][C:5]([C:8]2[O:9][C:10]3[C:11](=[C:13]([C:17]([OH:19])=O)[CH:14]=[CH:15][CH:16]=3)[N:12]=2)=[CH:4][CH:3]=1.C1C=CC2N(O)N=[N:26]C=2C=1.CCN=C=NCCCN(C)C.CCN(C(C)C)C(C)C.[Cl-].[NH4+].Cl. (5) Given the product [CH:26]([C:22]1[CH:21]=[C:20]([C:2]2[CH:9]=[CH:8][C:5]([C:6]#[N:7])=[CH:4][C:3]=2[O:10][CH3:11])[CH:25]=[N:24][CH:23]=1)=[O:27], predict the reactants needed to synthesize it. The reactants are: Br[C:2]1[CH:9]=[CH:8][C:5]([C:6]#[N:7])=[CH:4][C:3]=1[O:10][CH3:11].CC1(C)C(C)(C)OB([C:20]2[CH:21]=[C:22]([CH:26]=[O:27])[CH:23]=[N:24][CH:25]=2)O1.C([O-])([O-])=O.[Na+].[Na+]. (6) Given the product [C:1]([O:5][C:6](=[O:33])[NH:7][C@@H:8]([CH2:29][CH:30]([CH3:31])[CH3:32])[CH2:9][O:10][C:11]1[C:12]([Cl:41])=[CH:13][C:14]2[C:24]3[C:19](=[CH:20][N:21]=[C:22]([NH:25][C:26](=[O:28])[CH3:27])[CH:23]=3)[CH2:18][O:17][C:15]=2[CH:16]=1)([CH3:4])([CH3:3])[CH3:2], predict the reactants needed to synthesize it. The reactants are: [C:1]([O:5][C:6](=[O:33])[NH:7][C@@H:8]([CH2:29][CH:30]([CH3:32])[CH3:31])[CH2:9][O:10][C:11]1[CH:12]=[CH:13][C:14]2[C:24]3[C:19](=[CH:20][N:21]=[C:22]([NH:25][C:26](=[O:28])[CH3:27])[CH:23]=3)[CH2:18][O:17][C:15]=2[CH:16]=1)([CH3:4])([CH3:3])[CH3:2].C1C(=O)N([Cl:41])C(=O)C1. (7) Given the product [CH3:1][N:2]([C:10]1[CH:21]=[CH:22][CH:17]=[CH:18][CH:19]=1)[C:3]1[CH:8]=[CH:7][CH:6]=[C:5]([CH3:9])[CH:4]=1, predict the reactants needed to synthesize it. The reactants are: [CH3:1][N:2]([CH3:10])[C:3]1[CH:8]=[CH:7][CH:6]=[C:5]([CH3:9])[CH:4]=1.FC(F)(F)S(O[C:17]1[CH:22]=[CH:21]C=[CH:19][C:18]=1[Si](C)(C)C)(=O)=O.[F-].[K+].C1OCCOCCOCCOCCOCCOC1. (8) Given the product [F:42][C:39]1[CH:38]=[CH:37][C:36]([CH2:35][O:34][C:11]2[CH:12]=[CH:13][C:14]3[C:15]([CH2:19][CH2:20][CH:21]4[CH2:26][CH2:25][N:24]([C:27]([O:29][C:30]([CH3:33])([CH3:32])[CH3:31])=[O:28])[CH2:23][CH2:22]4)=[N:16][O:17][C:18]=3[C:10]=2[CH2:9][OH:8])=[CH:41][CH:40]=1, predict the reactants needed to synthesize it. The reactants are: [Si]([O:8][CH2:9][C:10]1[C:18]2[O:17][N:16]=[C:15]([CH2:19][CH2:20][CH:21]3[CH2:26][CH2:25][N:24]([C:27]([O:29][C:30]([CH3:33])([CH3:32])[CH3:31])=[O:28])[CH2:23][CH2:22]3)[C:14]=2[CH:13]=[CH:12][C:11]=1[O:34][CH2:35][C:36]1[CH:41]=[CH:40][C:39]([F:42])=[CH:38][CH:37]=1)(C(C)(C)C)(C)C.[F-].C([N+](CCCC)(CCCC)CCCC)CCC.[Cl-].[NH4+].C(OCC)(=O)C.